Dataset: Reaction yield outcomes from USPTO patents with 853,638 reactions. Task: Predict the reaction yield, written as a fraction of the theoretical maximum amount of product (1.0 means a 100% yield; for example, 0.34 means a 34% yield). (1) The reactants are [C:1]1(=[O:8])[CH:6]=CC(=O)C=C1.[CH3:9][C:10]1[CH2:15][CH2:14][CH2:13][C:12]([CH3:17])([CH3:16])[C:11]=1/[CH:18]=[CH:19]/[C:20]([CH3:22])=[O:21].C[O:24]C1C=CC=CC=1C(=O)C. The catalyst is C(O)(=O)C.FC(F)(F)C([O-])=O.FC(F)(F)C([O-])=O.[Pd+2]. The product is [C:1]([O:8][CH:15]1[CH2:14][CH2:13][C:12]([CH3:16])([CH3:17])[C:11](/[CH:18]=[CH:19]/[C:20](=[O:21])[CH3:22])=[C:10]1[CH3:9])(=[O:24])[CH3:6]. The yield is 0.560. (2) The reactants are [CH3:1][C:2]1([CH3:29])[C:10]2[C:5](=[CH:6][C:7]([N:11]([C:20]([O:22]C(C)(C)C)=O)[NH:12]C(OC(C)(C)C)=O)=[CH:8][CH:9]=2)[C:4]([CH3:28])([CH3:27])[CH2:3]1.FC(F)(F)C(O)=O.[C:37](OCC)(=O)[CH2:38][C:39](C)=O. The catalyst is C(O)(=O)C. The product is [CH3:37][C:38]1[CH2:39][C:20](=[O:22])[N:11]([C:7]2[CH:6]=[C:5]3[C:10](=[CH:9][CH:8]=2)[C:2]([CH3:29])([CH3:1])[CH2:3][C:4]3([CH3:28])[CH3:27])[N:12]=1. The yield is 0.136. (3) The reactants are [C:1]([O:5][C:6]([NH:8][C@@H:9]1[C@H:14]([NH:15][C:16]2[N:21]=[C:20](Cl)[C:19]3[C:23](=[O:33])[N:24]([C:26]([O:28][C:29]([CH3:32])([CH3:31])[CH3:30])=[O:27])[CH2:25][C:18]=3[C:17]=2[F:34])[CH2:13][CH2:12][O:11][CH2:10]1)=[O:7])([CH3:4])([CH3:3])[CH3:2].[F:35][CH:36]([F:45])[N:37]1[CH:41]=[C:40](B(O)O)[CH:39]=[N:38]1. The catalyst is O1CCOCC1.C(=O)([O-])[O-].[Na+].[Na+].Cl[Pd](Cl)([P](C1C=CC=CC=1)(C1C=CC=CC=1)C1C=CC=CC=1)[P](C1C=CC=CC=1)(C1C=CC=CC=1)C1C=CC=CC=1. The product is [C:1]([O:5][C:6]([NH:8][C@@H:9]1[C@H:14]([NH:15][C:16]2[N:21]=[C:20]([C:40]3[CH:39]=[N:38][N:37]([CH:36]([F:45])[F:35])[CH:41]=3)[C:19]3[C:23](=[O:33])[N:24]([C:26]([O:28][C:29]([CH3:32])([CH3:31])[CH3:30])=[O:27])[CH2:25][C:18]=3[C:17]=2[F:34])[CH2:13][CH2:12][O:11][CH2:10]1)=[O:7])([CH3:4])([CH3:3])[CH3:2]. The yield is 0.230. (4) The reactants are P(Cl)(Cl)([Cl:3])=O.[CH3:6][C:7]1[N:16]([CH2:17][C@H:18]2[CH2:20][C@@H:19]2[CH3:21])[C:10]2[C:11](=O)[NH:12][N:13]=[CH:14][C:9]=2[C:8]=1[CH3:22].[OH-].[Na+]. The catalyst is O. The product is [Cl:3][C:11]1[N:12]=[N:13][CH:14]=[C:9]2[C:8]([CH3:22])=[C:7]([CH3:6])[N:16]([CH2:17][C@H:18]3[CH2:20][C@@H:19]3[CH3:21])[C:10]=12. The yield is 0.920. (5) The reactants are Cl.[CH3:2][S:3]([C:6]1[CH:11]=[CH:10][C:9]([N:12]2[C:16]3=[N:17][CH:18]=[N:19][C:20]([O:21][CH:22]4[CH2:27][CH2:26][NH:25][CH2:24][CH2:23]4)=[C:15]3[CH:14]=[N:13]2)=[CH:8][CH:7]=1)(=[O:5])=[O:4].[CH2:28]([O:30][C:31](Cl)=[O:32])[CH3:29].C(N(CC)CC)C. The catalyst is CN(C=O)C. The product is [CH2:28]([O:30][C:31]([N:25]1[CH2:26][CH2:27][CH:22]([O:21][C:20]2[N:19]=[CH:18][N:17]=[C:16]3[N:12]([C:9]4[CH:10]=[CH:11][C:6]([S:3]([CH3:2])(=[O:4])=[O:5])=[CH:7][CH:8]=4)[N:13]=[CH:14][C:15]=23)[CH2:23][CH2:24]1)=[O:32])[CH3:29]. The yield is 0.150. (6) The reactants are [CH3:1][NH:2][CH2:3][CH2:4][NH:5][CH3:6].[C:7]([O:14]CC)(=O)[C:8]([O:10]CC)=O. The catalyst is C(OCC)C. The product is [CH3:1][N:2]1[CH2:3][CH2:4][N:5]([CH3:6])[C:7](=[O:14])[C:8]1=[O:10]. The yield is 0.960. (7) The product is [CH3:36][N:37]([CH3:42])[S:38]([N:12]1[CH2:11][C:10]2[N:6]([C:7]([C@H:14]3[CH2:19][CH2:18][C@H:17]([C:20]4[C:25]([F:26])=[CH:24][CH:23]=[CH:22][N:21]=4)[CH2:16][CH2:15]3)=[N:8][N:9]=2)[C:5]2[CH:27]=[CH:28][C:2]([Cl:1])=[CH:3][C:4]=2[CH2:13]1)(=[O:40])=[O:39]. The reactants are [Cl:1][C:2]1[CH:28]=[CH:27][C:5]2[N:6]3[C:10]([CH2:11][NH:12][CH2:13][C:4]=2[CH:3]=1)=[N:9][N:8]=[C:7]3[C@H:14]1[CH2:19][CH2:18][C@H:17]([C:20]2[C:25]([F:26])=[CH:24][CH:23]=[CH:22][N:21]=2)[CH2:16][CH2:15]1.C(N(CC)CC)C.[CH3:36][N:37]([CH3:42])[S:38](Cl)(=[O:40])=[O:39]. The catalyst is ClCCl. The yield is 0.610.